This data is from Forward reaction prediction with 1.9M reactions from USPTO patents (1976-2016). The task is: Predict the product of the given reaction. Given the reactants Cl[C:2]1[C:3]2[N:10]([CH3:11])[CH:9]=[CH:8][C:4]=2[N:5]=[CH:6][N:7]=1.[OH:12][C:13]1[CH:14]=[C:15]2[C:20](=[CH:21][CH:22]=1)[C:19]([C:23]([OH:25])=[O:24])=[CH:18][CH:17]=[CH:16]2.C(=O)([O-])[O-].[Cs+].[Cs+], predict the reaction product. The product is: [CH3:11][N:10]1[C:3]2[C:2]([O:12][C:13]3[CH:14]=[C:15]4[C:20](=[CH:21][CH:22]=3)[C:19]([C:23]([OH:25])=[O:24])=[CH:18][CH:17]=[CH:16]4)=[N:7][CH:6]=[N:5][C:4]=2[CH:8]=[CH:9]1.